From a dataset of Reaction yield outcomes from USPTO patents with 853,638 reactions. Predict the reaction yield, written as a fraction of the theoretical maximum amount of product (1.0 means a 100% yield; for example, 0.34 means a 34% yield). (1) The reactants are [NH2:1][C:2]1[CH:3]=[CH:4][C:5]([O:18][CH3:19])=[C:6]([NH:8][C:9]([NH:11][C:12]2[CH:17]=[N:16][CH:15]=[CH:14][N:13]=2)=[O:10])[CH:7]=1.[F:20][C:21]([F:33])([F:32])[C:22]([N:24]1[CH2:31][CH2:30][CH2:29][C@H:25]1[C:26](Cl)=[O:27])=[O:23]. The catalyst is N1C=CC=CC=1. The product is [CH3:19][O:18][C:5]1[CH:4]=[CH:3][C:2]([NH:1][C:26]([C@@H:25]2[CH2:29][CH2:30][CH2:31][N:24]2[C:22](=[O:23])[C:21]([F:33])([F:20])[F:32])=[O:27])=[CH:7][C:6]=1[NH:8][C:9]([NH:11][C:12]1[CH:17]=[N:16][CH:15]=[CH:14][N:13]=1)=[O:10]. The yield is 0.170. (2) The reactants are [CH:1]([C:3]1[C:8]([N+:9]([O-])=O)=[CH:7][CH:6]=[CH:5][C:4]=1[NH:12][CH:13]=[O:14])=[O:2]. The catalyst is C1COCC1.[OH-].[OH-].[Pd+2]. The product is [NH2:9][C:8]1[C:3]([CH:1]=[O:2])=[C:4]([NH:12][CH:13]=[O:14])[CH:5]=[CH:6][CH:7]=1. The yield is 0.920. (3) The reactants are [C:1]1([CH:7]2[CH2:12][CH2:11][C:10](=O)[CH2:9][CH2:8]2)[CH:6]=[CH:5][CH:4]=[CH:3][CH:2]=1.[C:14]1([CH:20]([C:22]2[CH:27]=[CH:26][CH:25]=[CH:24][CH:23]=2)[NH2:21])[CH:19]=[CH:18][CH:17]=[CH:16][CH:15]=1.C(O[BH-](OC(=O)C)OC(=O)C)(=O)C.[Na+]. The catalyst is ClCCCl. The product is [CH:20]([NH:21][C@H:10]1[CH2:11][CH2:12][C@H:7]([C:1]2[CH:6]=[CH:5][CH:4]=[CH:3][CH:2]=2)[CH2:8][CH2:9]1)([C:22]1[CH:23]=[CH:24][CH:25]=[CH:26][CH:27]=1)[C:14]1[CH:19]=[CH:18][CH:17]=[CH:16][CH:15]=1. The yield is 0.190.